Dataset: Reaction yield outcomes from USPTO patents with 853,638 reactions. Task: Predict the reaction yield, written as a fraction of the theoretical maximum amount of product (1.0 means a 100% yield; for example, 0.34 means a 34% yield). (1) The reactants are Cl[C:2]1[CH:3]=[CH:4][C:5]([N+:14]([O-:16])=[O:15])=[C:6]([N:8]2[CH2:13][CH2:12][CH2:11][CH2:10][CH2:9]2)[CH:7]=1.[NH:17]1[CH2:22][CH2:21]S[CH2:19][CH2:18]1.[OH2:23]. No catalyst specified. The product is [N+:14]([C:5]1[CH:4]=[CH:3][C:2]([N:17]2[CH2:22][CH2:21][O:23][CH2:19][CH2:18]2)=[CH:7][C:6]=1[N:8]1[CH2:13][CH2:12][CH2:11][CH2:10][CH2:9]1)([O-:16])=[O:15]. The yield is 0.660. (2) The reactants are [C:1]([O:5][C:6]([N:8]1[CH2:11][C:10]([CH3:41])([NH:12][C:13]2[CH:14]=[C:15]3[C:24](=[CH:25][C:26]=2[C:27]([F:30])([F:29])[F:28])[O:23][CH2:22][C:21]2[N:16]3[CH:17]([CH3:40])[C:18](=[O:39])[N:19](COCC[Si](C)(C)C)[N:20]=2)[CH2:9]1)=[O:7])([CH3:4])([CH3:3])[CH3:2].CCCC[N+](CCCC)(CCCC)CCCC.[F-]. The catalyst is C1COCC1. The product is [C:1]([O:5][C:6]([N:8]1[CH2:9][C:10]([CH3:41])([NH:12][C:13]2[CH:14]=[C:15]3[C:24](=[CH:25][C:26]=2[C:27]([F:29])([F:28])[F:30])[O:23][CH2:22][C:21]2[N:16]3[CH:17]([CH3:40])[C:18](=[O:39])[NH:19][N:20]=2)[CH2:11]1)=[O:7])([CH3:4])([CH3:2])[CH3:3]. The yield is 0.150. (3) The reactants are [NH2:1][C:2]1[CH:7]=[CH:6][CH:5]=[CH:4][C:3]=1[NH:8][C:9]([C@H:11]1[CH2:16][C@H:15]([NH:17][C:18]([NH:20][C:21]2[CH:22]=[N:23][C:24]([C:27]([F:30])([F:29])[F:28])=[CH:25][CH:26]=2)=[O:19])[CH2:14][CH2:13][N:12]1[C:31](OC(C)(C)C)=O)=O.C=O.C([BH3-])#N.[Na+].C1COCC1. The catalyst is C(O)(=O)C.O.CO. The yield is 0.520. The product is [NH:8]1[C:3]2[CH:4]=[CH:5][CH:6]=[CH:7][C:2]=2[N:1]=[C:9]1[C@H:11]1[CH2:16][C@H:15]([NH:17][C:18]([NH:20][C:21]2[CH:22]=[N:23][C:24]([C:27]([F:30])([F:29])[F:28])=[CH:25][CH:26]=2)=[O:19])[CH2:14][CH2:13][N:12]1[CH3:31]. (4) The reactants are [F:1][C:2]([F:25])([F:24])[C:3]1[CH:4]=[CH:5][C:6]2[C:10]([N:11]3[CH2:16][CH2:15][N:14]([CH2:17][C@@H:18]4[CH2:20][C@H:19]4[CH2:21][OH:22])[CH2:13][CH2:12]3)=[CH:9][S:8][C:7]=2[CH:23]=1.CCN(CC)CC.[CH3:33][S:34](Cl)(=[O:36])=[O:35].C([O-])([O-])=O.[K+].[K+]. The catalyst is C(Cl)Cl.O. The product is [F:25][C:2]([F:24])([F:1])[C:3]1[CH:4]=[CH:5][C:6]2[C:10]([N:11]3[CH2:16][CH2:15][N:14]([CH2:17][C@@H:18]4[CH2:20][C@H:19]4[CH2:21][O:22][S:34]([CH3:33])(=[O:36])=[O:35])[CH2:13][CH2:12]3)=[CH:9][S:8][C:7]=2[CH:23]=1. The yield is 0.960. (5) The reactants are [Br:1][C:2]1[C:7]2[N:8]=[C:9](SC)[N:10]=[C:11]([NH:12][C:13]3[CH:18]=[CH:17][C:16]([O:19][C:20]4[CH:25]=[CH:24][CH:23]=[C:22]([F:26])[CH:21]=4)=[CH:15][CH:14]=3)[C:6]=2[C:5](=[O:29])[NH:4][CH:3]=1.C1C=C([Cl:36])C=C(C(OO)=O)C=1.[CH3:41][N:42]1[CH2:47][CH2:46][CH:45]([NH2:48])[CH2:44][CH2:43]1.Cl. The catalyst is CN(C=O)C.C(Cl)Cl.CO.O1CCOCC1. The product is [ClH:36].[Br:1][C:2]1[C:7]2[N:8]=[C:9]([NH:48][CH:45]3[CH2:46][CH2:47][N:42]([CH3:41])[CH2:43][CH2:44]3)[N:10]=[C:11]([NH:12][C:13]3[CH:18]=[CH:17][C:16]([O:19][C:20]4[CH:25]=[CH:24][CH:23]=[C:22]([F:26])[CH:21]=4)=[CH:15][CH:14]=3)[C:6]=2[C:5](=[O:29])[NH:4][CH:3]=1. The yield is 0.900. (6) The reactants are [Cl:1][C:2]1[CH:3]=[C:4]([C:8](=[O:17])[CH2:9][C:10](=O)[C:11]([O:13][CH2:14][CH3:15])=[O:12])[CH:5]=[CH:6][CH:7]=1.Cl.[NH2:19]O. The catalyst is C(O)C. The product is [Cl:1][C:2]1[CH:3]=[C:4]([C:8]2[O:17][N:19]=[C:10]([C:11]([O:13][CH2:14][CH3:15])=[O:12])[CH:9]=2)[CH:5]=[CH:6][CH:7]=1. The yield is 0.740.